From a dataset of NCI-60 drug combinations with 297,098 pairs across 59 cell lines. Regression. Given two drug SMILES strings and cell line genomic features, predict the synergy score measuring deviation from expected non-interaction effect. (1) Drug 1: C1CN1P(=S)(N2CC2)N3CC3. Drug 2: C(CN)CNCCSP(=O)(O)O. Cell line: HOP-92. Synergy scores: CSS=12.4, Synergy_ZIP=-3.63, Synergy_Bliss=1.36, Synergy_Loewe=-8.92, Synergy_HSA=0.854. (2) Drug 1: C1=CC(=CC=C1CC(C(=O)O)N)N(CCCl)CCCl.Cl. Drug 2: C1CN(CCN1C(=O)CCBr)C(=O)CCBr. Cell line: M14. Synergy scores: CSS=16.8, Synergy_ZIP=7.29, Synergy_Bliss=12.6, Synergy_Loewe=6.29, Synergy_HSA=7.04.